From a dataset of Full USPTO retrosynthesis dataset with 1.9M reactions from patents (1976-2016). Predict the reactants needed to synthesize the given product. (1) Given the product [C:28]([O:27][C:25]([N:14]1[C:15]2[C:23]([F:24])=[CH:22][CH:21]=[CH:20][C:16]=2[C:17](=[O:18])[NH:11][CH2:12][CH2:13]1)=[O:26])([CH3:31])([CH3:30])[CH3:29], predict the reactants needed to synthesize it. The reactants are: C(OC([NH:11][CH2:12][CH2:13][N:14]([C:25]([O:27][C:28]([CH3:31])([CH3:30])[CH3:29])=[O:26])[C:15]1[C:23]([F:24])=[CH:22][CH:21]=[CH:20][C:16]=1[C:17](O)=[O:18])=O)C1C=CC=CC=1.C(O)(=O)C. (2) Given the product [F:1][C:2]([F:27])([F:26])[CH2:3][NH:4][C:5]([C:7]1([CH2:21][CH2:22][CH2:23][CH2:24][N:42]2[C@H:43]([CH3:45])[CH2:44][N:39]([C:33]3[CH:32]=[CH:31][C:30]4[C:35](=[CH:36][CH:37]=[CH:38][C:29]=4[Cl:28])[N:34]=3)[CH2:40][C@@H:41]2[CH3:46])[C:20]2[CH:19]=[CH:18][CH:17]=[CH:16][C:15]=2[O:14][C:13]2[C:8]1=[CH:9][CH:10]=[CH:11][CH:12]=2)=[O:6], predict the reactants needed to synthesize it. The reactants are: [F:1][C:2]([F:27])([F:26])[CH2:3][NH:4][C:5]([C:7]1([CH2:21][CH2:22][CH2:23][CH2:24]Br)[C:20]2[CH:19]=[CH:18][CH:17]=[CH:16][C:15]=2[O:14][C:13]2[C:8]1=[CH:9][CH:10]=[CH:11][CH:12]=2)=[O:6].[Cl:28][C:29]1[CH:38]=[CH:37][CH:36]=[C:35]2[C:30]=1[CH:31]=[CH:32][C:33]([N:39]1[CH2:44][C@H:43]([CH3:45])[NH:42][C@H:41]([CH3:46])[CH2:40]1)=[N:34]2. (3) Given the product [Cl:1][C:2]1[N:3]=[C:4]([NH:22][C:23]2[CH:31]=[CH:30][CH:29]=[CH:28][C:24]=2[C:25]([OH:27])=[O:26])[C:5]2[CH:10]=[CH:9][N:8]([S:11]([C:14]3[CH:19]=[CH:18][C:17]([CH3:20])=[CH:16][CH:15]=3)(=[O:13])=[O:12])[C:6]=2[N:7]=1, predict the reactants needed to synthesize it. The reactants are: [Cl:1][C:2]1[N:3]=[C:4](Cl)[C:5]2[CH:10]=[CH:9][N:8]([S:11]([C:14]3[CH:19]=[CH:18][C:17]([CH3:20])=[CH:16][CH:15]=3)(=[O:13])=[O:12])[C:6]=2[N:7]=1.[NH2:22][C:23]1[CH:31]=[CH:30][CH:29]=[CH:28][C:24]=1[C:25]([OH:27])=[O:26].CCN(C(C)C)C(C)C. (4) Given the product [OH:17][C:12]1[CH:13]=[CH:14][CH:15]=[CH:16][C:11]=1[C:7]1[N:31]([CH2:23][CH2:24][C:25]2[CH:30]=[CH:29][CH:28]=[CH:27][CH:26]=2)[C:9](=[O:10])[C:4]2[C:5](=[CH:21][CH:22]=[C:2]([CH3:1])[CH:3]=2)[N:6]=1, predict the reactants needed to synthesize it. The reactants are: [CH3:1][C:2]1[CH:22]=[CH:21][C:5]2[N:6]=[C:7]([C:11]3[CH:16]=[CH:15][CH:14]=[CH:13][C:12]=3[O:17]C(=O)C)O[C:9](=[O:10])[C:4]=2[CH:3]=1.[CH2:23]([NH2:31])[CH2:24][C:25]1[CH:30]=[CH:29][CH:28]=[CH:27][CH:26]=1. (5) Given the product [Cl:21][C:15]1[CH:16]=[C:17]([Cl:20])[CH:18]=[CH:19][C:14]=1[C:9]1[C:8]2[C:13](=[C:5]([NH:4][CH:3]=[N:27][CH2:26][CH:25]([O:28][CH3:29])[O:24][CH3:23])[N:6]([CH3:22])[N:7]=2)[CH:12]=[CH:11][CH:10]=1, predict the reactants needed to synthesize it. The reactants are: CO[CH:3]=[N:4][C:5]1[N:6]([CH3:22])[N:7]=[C:8]2[C:13]=1[CH:12]=[CH:11][CH:10]=[C:9]2[C:14]1[CH:19]=[CH:18][C:17]([Cl:20])=[CH:16][C:15]=1[Cl:21].[CH3:23][O:24][CH:25]([O:28][CH3:29])[CH2:26][NH2:27]. (6) Given the product [Cl:1][C:2]1[C:10]([Cl:11])=[CH:9][CH:8]=[CH:7][C:3]=1[C:4]([NH:19][CH2:18][CH:17]([C:20]1[CH:21]=[N:22][C:23]([C:26]([F:29])([F:27])[F:28])=[CH:24][CH:25]=1)[CH2:16][C:13]1([F:12])[CH2:15][CH2:14]1)=[O:6], predict the reactants needed to synthesize it. The reactants are: [Cl:1][C:2]1[C:10]([Cl:11])=[CH:9][CH:8]=[CH:7][C:3]=1[C:4]([OH:6])=O.[F:12][C:13]1([CH2:16][CH:17]([C:20]2[CH:21]=[N:22][C:23]([C:26]([F:29])([F:28])[F:27])=[CH:24][CH:25]=2)[CH2:18][NH2:19])[CH2:15][CH2:14]1. (7) Given the product [ClH:33].[NH2:1][C:2]1[CH:11]=[C:10]2[C:5]([CH:6]=[CH:7][C:8](=[O:32])[N:9]2[CH2:12][CH2:13][N:14]2[CH2:15][CH2:16][CH:17]([NH:20][CH2:21][C:22]3[N:27]=[CH:26][C:25]4[O:28][CH2:29][CH2:30][O:31][C:24]=4[CH:23]=3)[CH2:18][CH2:19]2)=[N:4][CH:3]=1, predict the reactants needed to synthesize it. The reactants are: [NH2:1][C:2]1[CH:11]=[C:10]2[C:5]([CH:6]=[CH:7][C:8](=[O:32])[N:9]2[CH2:12][CH2:13][N:14]2[CH2:19][CH2:18][CH:17]([NH:20][CH2:21][C:22]3[N:27]=[CH:26][C:25]4[O:28][CH2:29][CH2:30][O:31][C:24]=4[CH:23]=3)[CH2:16][CH2:15]2)=[N:4][CH:3]=1.[ClH:33].C(O)C.